From a dataset of Forward reaction prediction with 1.9M reactions from USPTO patents (1976-2016). Predict the product of the given reaction. (1) Given the reactants [NH2:1][C:2]1[C:10]([N+:11]([O-])=O)=[CH:9][C:8]([C:14]([F:17])([F:16])[F:15])=[CH:7][C:3]=1[C:4]([OH:6])=[O:5], predict the reaction product. The product is: [NH2:1][C:2]1[C:10]([NH2:11])=[CH:9][C:8]([C:14]([F:15])([F:16])[F:17])=[CH:7][C:3]=1[C:4]([OH:6])=[O:5]. (2) Given the reactants C(OC([N:8]1[CH2:13][CH2:12][CH:11]([NH:14][C:15]([C:17]2[C:21]([N+:22]([O-:24])=[O:23])=[CH:20][NH:19][N:18]=2)=[O:16])[CH2:10][CH2:9]1)=O)(C)(C)C.Cl, predict the reaction product. The product is: [NH:8]1[CH2:13][CH2:12][CH:11]([NH:14][C:15]([C:17]2[C:21]([N+:22]([O-:24])=[O:23])=[CH:20][NH:19][N:18]=2)=[O:16])[CH2:10][CH2:9]1. (3) Given the reactants Cl.Cl.[CH3:3][NH:4][CH2:5][CH2:6][CH2:7][CH2:8][CH2:9][CH2:10][CH2:11][CH2:12][CH2:13][N:14]1[CH2:19][CH2:18][CH:17]([O:20][C:21](=[O:35])[NH:22][C:23]2[CH:28]=[CH:27][CH:26]=[CH:25][C:24]=2[C:29]2[CH:34]=[CH:33][CH:32]=[CH:31][CH:30]=2)[CH2:16][CH2:15]1.[F:36][C:37]1[CH:45]=[CH:44][C:40]([C:41]([OH:43])=O)=[CH:39][C:38]=1[OH:46], predict the reaction product. The product is: [F:36][C:37]1[CH:45]=[CH:44][C:40]([C:41]([N:4]([CH3:3])[CH2:5][CH2:6][CH2:7][CH2:8][CH2:9][CH2:10][CH2:11][CH2:12][CH2:13][N:14]2[CH2:15][CH2:16][CH:17]([O:20][C:21](=[O:35])[NH:22][C:23]3[CH:28]=[CH:27][CH:26]=[CH:25][C:24]=3[C:29]3[CH:30]=[CH:31][CH:32]=[CH:33][CH:34]=3)[CH2:18][CH2:19]2)=[O:43])=[CH:39][C:38]=1[OH:46].